Dataset: NCI-60 drug combinations with 297,098 pairs across 59 cell lines. Task: Regression. Given two drug SMILES strings and cell line genomic features, predict the synergy score measuring deviation from expected non-interaction effect. (1) Drug 1: CC12CCC3C(C1CCC2=O)CC(=C)C4=CC(=O)C=CC34C. Drug 2: CC1=CC=C(C=C1)C2=CC(=NN2C3=CC=C(C=C3)S(=O)(=O)N)C(F)(F)F. Cell line: BT-549. Synergy scores: CSS=49.6, Synergy_ZIP=0.762, Synergy_Bliss=-2.19, Synergy_Loewe=-1.48, Synergy_HSA=-2.00. (2) Drug 2: CC1=CC=C(C=C1)C2=CC(=NN2C3=CC=C(C=C3)S(=O)(=O)N)C(F)(F)F. Synergy scores: CSS=-1.86, Synergy_ZIP=1.24, Synergy_Bliss=2.20, Synergy_Loewe=-0.604, Synergy_HSA=-0.492. Drug 1: C1CCC(C1)C(CC#N)N2C=C(C=N2)C3=C4C=CNC4=NC=N3. Cell line: UACC-257. (3) Drug 1: C1=CC(=CC=C1CCC2=CNC3=C2C(=O)NC(=N3)N)C(=O)NC(CCC(=O)O)C(=O)O. Drug 2: CCCCCOC(=O)NC1=NC(=O)N(C=C1F)C2C(C(C(O2)C)O)O. Cell line: PC-3. Synergy scores: CSS=45.8, Synergy_ZIP=5.84, Synergy_Bliss=4.83, Synergy_Loewe=-14.7, Synergy_HSA=5.04.